From a dataset of Forward reaction prediction with 1.9M reactions from USPTO patents (1976-2016). Predict the product of the given reaction. (1) Given the reactants [CH3:1][O:2][CH2:3][CH2:4][NH:5][CH2:6][CH2:7][O:8][CH3:9].[Br:10][C:11]1[CH:16]=[CH:15][C:14]([S:17](Cl)(=[O:19])=[O:18])=[CH:13][CH:12]=1, predict the reaction product. The product is: [Br:10][C:11]1[CH:16]=[CH:15][C:14]([S:17]([N:5]([CH2:6][CH2:7][O:8][CH3:9])[CH2:4][CH2:3][O:2][CH3:1])(=[O:19])=[O:18])=[CH:13][CH:12]=1. (2) Given the reactants C(OC([N:8]1[CH2:13][CH2:12][C@@H:11]([C:14]2[CH:15]=[C:16]3[C:25](=[CH:26][C:27]=2[Br:28])[O:24][CH2:23][C:22]2[N:17]3[C@H:18]([CH3:30])[C:19](=[O:29])[NH:20][N:21]=2)[C@@H:10]([CH3:31])[CH2:9]1)=O)(C)(C)C.[ClH:32], predict the reaction product. The product is: [ClH:32].[Br:28][C:27]1[CH:26]=[C:25]2[C:16]([N:17]3[C:22]([CH2:23][O:24]2)=[N:21][NH:20][C:19](=[O:29])[C@H:18]3[CH3:30])=[CH:15][C:14]=1[C@@H:11]1[CH2:12][CH2:13][NH:8][CH2:9][C@@H:10]1[CH3:31].